This data is from Catalyst prediction with 721,799 reactions and 888 catalyst types from USPTO. The task is: Predict which catalyst facilitates the given reaction. Reactant: [C:1]1([CH:7]([C:32]2[CH:37]=[CH:36][CH:35]=[CH:34][CH:33]=2)[N:8]2[C:16]3[C:11](=[CH:12][CH:13]=[CH:14][CH:15]=3)[C:10]([CH2:29]O)([C:17]3[CH:22]=[CH:21][C:20]([O:23][C:24]([F:27])([F:26])[F:25])=[CH:19][C:18]=3[OH:28])[C:9]2=[O:31])[CH:6]=[CH:5][CH:4]=[CH:3][CH:2]=1.C1(P(C2C=CC=CC=2)C2C=CC=CC=2)C=CC=CC=1.N(C(OCC)=O)=NC(OCC)=O. Product: [C:32]1([CH:7]([C:1]2[CH:2]=[CH:3][CH:4]=[CH:5][CH:6]=2)[N:8]2[C:16]3[C:11](=[CH:12][CH:13]=[CH:14][CH:15]=3)[C:10]3([C:17]4[CH:22]=[CH:21][C:20]([O:23][C:24]([F:26])([F:25])[F:27])=[CH:19][C:18]=4[O:28][CH2:29]3)[C:9]2=[O:31])[CH:37]=[CH:36][CH:35]=[CH:34][CH:33]=1. The catalyst class is: 1.